Predict the reaction yield, written as a fraction of the theoretical maximum amount of product (1.0 means a 100% yield; for example, 0.34 means a 34% yield). From a dataset of Reaction yield outcomes from USPTO patents with 853,638 reactions. The reactants are [NH2:1][C:2]1[C:3]([C:15]([NH2:17])=[O:16])=[CH:4][C:5]2[C:13]3[C:8](=[CH:9][CH:10]=[CH:11][CH:12]=3)[NH:7][C:6]=2[N:14]=1.[CH2:18](Br)[C:19](=[CH2:21])[CH3:20].NC1C(C(N)=O)=CC2C3C(=CC=CC=3)N(C(C)C)C=2N=1. No catalyst specified. The product is [NH2:1][C:2]1[C:3]([C:15]([NH2:17])=[O:16])=[CH:4][C:5]2[C:13]3[C:8](=[CH:9][CH:10]=[CH:11][CH:12]=3)[N:7]([CH2:20][C:19]([CH3:21])=[CH2:18])[C:6]=2[N:14]=1. The yield is 0.590.